From a dataset of Forward reaction prediction with 1.9M reactions from USPTO patents (1976-2016). Predict the product of the given reaction. (1) The product is: [C:1]([O:6][CH3:7])(=[O:5])[C:2]([CH3:4])=[CH2:3].[C:8]([O:12][CH3:13])(=[O:11])[CH:9]=[CH2:10]. Given the reactants [C:1]([O:6][CH3:7])(=[O:5])[C:2]([CH3:4])=[CH2:3].[C:8]([O:12][CH3:13])(=[O:11])[CH:9]=[CH2:10].C(S)CCCCCCC, predict the reaction product. (2) Given the reactants [Cl:1][C:2]1[CH:3]=[C:4]([CH:8]=[CH:9][C:10]=1[O:11][CH:12]([CH3:14])[CH3:13])[C:5]([OH:7])=O.C(Cl)CCl.O[NH:20][C:21]([C:23]1[CH:24]=[C:25]2[C:29](=[CH:30][CH:31]=1)[NH:28][N:27]=[CH:26]2)=[NH:22].C(Cl)Cl, predict the reaction product. The product is: [Cl:1][C:2]1[CH:3]=[C:4]([C:5]2[O:7][N:20]=[C:21]([C:23]3[CH:24]=[C:25]4[C:29](=[CH:30][CH:31]=3)[NH:28][N:27]=[CH:26]4)[N:22]=2)[CH:8]=[CH:9][C:10]=1[O:11][CH:12]([CH3:14])[CH3:13]. (3) Given the reactants [NH2:1][C:2]1[C:7]([C:8](=[O:18])[C:9]2[CH:14]=[C:13]([F:15])[CH:12]=[CH:11][C:10]=2[O:16][CH3:17])=[CH:6][N:5]=[C:4]([NH:19][CH:20]2[CH2:25][CH2:24][N:23]([S:26]([CH2:29][CH2:30][CH2:31][O:32]C(=O)C)(=[O:28])=[O:27])[CH2:22][CH2:21]2)[N:3]=1.[OH-].[K+].C(O)C.C(O)(=O)C, predict the reaction product. The product is: [NH2:1][C:2]1[C:7]([C:8]([C:9]2[CH:14]=[C:13]([F:15])[CH:12]=[CH:11][C:10]=2[O:16][CH3:17])=[O:18])=[CH:6][N:5]=[C:4]([NH:19][CH:20]2[CH2:25][CH2:24][N:23]([S:26]([CH2:29][CH2:30][CH2:31][OH:32])(=[O:28])=[O:27])[CH2:22][CH2:21]2)[N:3]=1. (4) Given the reactants [CH2:1]1C2C(=CC=CC=2)C[C:2]1=[O:10].[OH:11][OH:12].[CH:13]12[CH2:22][CH:17]3[CH2:18][CH:19]([CH2:21][CH:15](C3)[C:14]1=[O:23])[CH2:20]2.F[B-](F)(F)F.[H+], predict the reaction product. The product is: [O:11]1[CH2:1][CH2:2][O:10][O:23][O:12]1.[C:14]1(=[O:23])[C:18]2[C:19](=[CH:20][CH:13]=[CH:22][CH:17]=2)[CH2:21][CH2:15]1. (5) Given the reactants [F:1][CH:2]([F:35])[O:3][C:4]1[CH:9]=[CH:8][C:7]([C:10]2[CH:11]=[N:12][C:13]([NH:16][C:17]3[CH:18]=[CH:19][C:20]([CH3:34])=[C:21]([NH:23][C:24]([N:26]4[CH2:33][C:30]5([CH2:32][CH2:31]5)[NH:29][CH2:28][CH2:27]4)=[O:25])[CH:22]=3)=[N:14][CH:15]=2)=[CH:6][CH:5]=1.[CH2:36]=O.[O-]S([O-])(=O)=O.[Na+].[Na+], predict the reaction product. The product is: [F:35][CH:2]([F:1])[O:3][C:4]1[CH:9]=[CH:8][C:7]([C:10]2[CH:11]=[N:12][C:13]([NH:16][C:17]3[CH:18]=[CH:19][C:20]([CH3:34])=[C:21]([NH:23][C:24]([N:26]4[CH2:33][C:30]5([CH2:32][CH2:31]5)[N:29]([CH3:36])[CH2:28][CH2:27]4)=[O:25])[CH:22]=3)=[N:14][CH:15]=2)=[CH:6][CH:5]=1. (6) Given the reactants C([O:3][C:4]([C:6]1[NH:7][C:8]2[C:13]([C:14]=1[NH:15][C:16](=[O:25])[C:17]1[CH:22]=[CH:21][C:20]([O:23][CH3:24])=[CH:19][CH:18]=1)=[CH:12][CH:11]=[CH:10][CH:9]=2)=[O:5])C.[OH-].[Na+], predict the reaction product. The product is: [CH3:24][O:23][C:20]1[CH:19]=[CH:18][C:17]([C:16]([NH:15][C:14]2[C:13]3[C:8](=[CH:9][CH:10]=[CH:11][CH:12]=3)[NH:7][C:6]=2[C:4]([OH:5])=[O:3])=[O:25])=[CH:22][CH:21]=1. (7) Given the reactants [CH2:1]([O:3][C:4]([N:6]1[CH2:11][CH2:10][N:9]([C:12](=[O:50])[C@@H:13]([NH:19][C:20]([C:22]2[CH:26]=[C:25]([O:27][CH2:28][C:29]([N:31]3[CH2:35][CH2:34][CH2:33][C@H:32]3[C:36](=[O:42])[NH:37][CH:38]3[CH2:41][CH2:40][CH2:39]3)=[O:30])[N:24]([C:43]3[CH:48]=[CH:47][CH:46]=[C:45]([F:49])[CH:44]=3)[N:23]=2)=[O:21])[CH2:14][CH2:15][C:16]([OH:18])=[O:17])[CH2:8][CH2:7]1)=[O:5])[CH3:2].C(Cl)CCl.[CH2:55]([OH:57])[CH3:56], predict the reaction product. The product is: [CH2:1]([O:3][C:4]([N:6]1[CH2:11][CH2:10][N:9]([C:12](=[O:50])[C@@H:13]([NH:19][C:20]([C:22]2[CH:26]=[C:25]([O:27][CH2:28][C:29]([N:31]3[CH2:35][CH2:34][CH2:33][C@H:32]3[C:36](=[O:42])[NH:37][CH:38]3[CH2:39][CH2:40][CH2:41]3)=[O:30])[N:24]([C:43]3[CH:48]=[CH:47][CH:46]=[C:45]([F:49])[CH:44]=3)[N:23]=2)=[O:21])[CH2:14][CH2:15][C:16]([O:18][O:57][CH2:55][CH3:56])=[O:17])[CH2:8][CH2:7]1)=[O:5])[CH3:2].